Predict which catalyst facilitates the given reaction. From a dataset of Catalyst prediction with 721,799 reactions and 888 catalyst types from USPTO. (1) Reactant: [C:1]([O:5][CH:6]([C:11]1[N:15]([CH3:16])[N:14]=[C:13]([C:17]2[CH:22]=[CH:21][CH:20]=[CH:19][N:18]=2)[C:12]=1[C:23]1[CH:24]=[CH:25][C:26]2[O:31][CH2:30][CH2:29][CH2:28][C:27]=2[CH:32]=1)[C:7]([O:9]C)=[O:8])([CH3:4])([CH3:3])[CH3:2].[OH-].[K+]. Product: [C:1]([O:5][CH:6]([C:11]1[N:15]([CH3:16])[N:14]=[C:13]([C:17]2[CH:22]=[CH:21][CH:20]=[CH:19][N:18]=2)[C:12]=1[C:23]1[CH:24]=[CH:25][C:26]2[O:31][CH2:30][CH2:29][CH2:28][C:27]=2[CH:32]=1)[C:7]([OH:9])=[O:8])([CH3:4])([CH3:2])[CH3:3]. The catalyst class is: 40. (2) Reactant: C(OC(=O)[NH:7][C:8]1[CH:13]=[CH:12][C:11]([Cl:14])=[CH:10][C:9]=1[NH:15][C:16](=[O:34])[CH2:17][C:18]([C:20]1[CH:25]=[CH:24][CH:23]=[C:22]([C:26]2[CH:27]=[N:28][C:29]([O:32][CH3:33])=[CH:30][CH:31]=2)[CH:21]=1)=O)(C)(C)C.C(O)(C(F)(F)F)=O. Product: [Cl:14][C:11]1[CH:12]=[CH:13][C:8]2[N:7]=[C:18]([C:20]3[CH:25]=[CH:24][CH:23]=[C:22]([C:26]4[CH:27]=[N:28][C:29]([O:32][CH3:33])=[CH:30][CH:31]=4)[CH:21]=3)[CH2:17][C:16](=[O:34])[NH:15][C:9]=2[CH:10]=1. The catalyst class is: 2. (3) Reactant: [NH2:1][C@H:2]([CH2:6][O:7][CH:8]([F:10])[F:9])[C:3]([OH:5])=[O:4].C(=O)(O)[O-].[Na+].[C:16](OC(=O)C)(=[O:18])[CH3:17].Cl. Product: [C:16]([NH:1][C@H:2]([CH2:6][O:7][CH:8]([F:10])[F:9])[C:3]([OH:5])=[O:4])(=[O:18])[CH3:17]. The catalyst class is: 127.